This data is from Full USPTO retrosynthesis dataset with 1.9M reactions from patents (1976-2016). The task is: Predict the reactants needed to synthesize the given product. (1) Given the product [C:1]([CH:3]([C:18]1[N:22]([CH3:23])[N:21]=[CH:20][CH:19]=1)[C:4]([O:6][C:7]([CH3:10])([CH3:9])[CH3:8])=[O:5])#[N:2], predict the reactants needed to synthesize it. The reactants are: [C:1]([CH2:3][C:4]([O:6][C:7]([CH3:10])([CH3:9])[CH3:8])=[O:5])#[N:2].CC(C)([O-])C.[K+].I[C:18]1[N:22]([CH3:23])[N:21]=[CH:20][CH:19]=1.C(O)(=O)CC(CC(O)=O)(C(O)=O)O. (2) Given the product [Cl:21][C:18]1[CH:17]=[C:16]([NH:22][C:23]2[CH:32]=[CH:31][CH:30]=[CH:29][C:24]=2[C:25]([NH:27][CH3:28])=[O:26])[C:15]([CH:1]=[CH2:2])=[CH:20][N:19]=1, predict the reactants needed to synthesize it. The reactants are: [CH:1](B1OC(C)(C)C(C)(C)O1)=[CH2:2].N#N.Br[C:15]1[C:16]([NH:22][C:23]2[CH:32]=[CH:31][CH:30]=[CH:29][C:24]=2[C:25]([NH:27][CH3:28])=[O:26])=[CH:17][C:18]([Cl:21])=[N:19][CH:20]=1.[O-]P([O-])([O-])=O.[K+].[K+].[K+]. (3) Given the product [F:1][C:2]1[S:6][C:5]([NH:7][C:8]([C:10]2[CH:14]=[C:13]([CH:15]3[CH2:19][CH2:18][CH2:17][N:16]3[C:37](=[O:38])[CH2:36][Cl:35])[S:12][C:11]=2[CH3:20])=[O:9])=[N:4][CH:3]=1, predict the reactants needed to synthesize it. The reactants are: [F:1][C:2]1[S:6][C:5]([NH:7][C:8]([C:10]2[CH:14]=[C:13]([CH:15]3[CH2:19][CH2:18][CH2:17][NH:16]3)[S:12][C:11]=2[CH3:20])=[O:9])=[N:4][CH:3]=1.C(C1C(C(C)(C)C)=NC=CC=1)(C)(C)C.[Cl:35][CH2:36][C:37](Cl)=[O:38].O. (4) Given the product [N:26]1[CH:31]=[C:30]([CH2:32][NH:33][C:20]([C:14]2[CH:13]=[C:12]3[C:17]([CH:18]=[CH:19][N:10]([CH2:9][C:8]4[CH:7]=[CH:6][C:5]([S:2]([CH3:1])(=[O:4])=[O:3])=[CH:25][CH:24]=4)[C:11]3=[O:23])=[CH:16][CH:15]=2)=[O:21])[CH:29]=[N:28][CH:27]=1, predict the reactants needed to synthesize it. The reactants are: [CH3:1][S:2]([C:5]1[CH:25]=[CH:24][C:8]([CH2:9][N:10]2[CH:19]=[CH:18][C:17]3[C:12](=[CH:13][C:14]([C:20](O)=[O:21])=[CH:15][CH:16]=3)[C:11]2=[O:23])=[CH:7][CH:6]=1)(=[O:4])=[O:3].[N:26]1[CH:31]=[C:30]([CH2:32][NH2:33])[CH:29]=[N:28][CH:27]=1. (5) Given the product [Cl:1][C:2]1[CH:24]=[CH:23][C:5]([O:6][C:7]2[CH:12]=[CH:11][C:10]([C:13]([OH:14])([CH:16]([CH3:18])[CH3:17])[CH2:15][N:29]3[CH:30]=[N:35][CH:34]=[N:28]3)=[C:9]([C:19]([F:22])([F:21])[F:20])[CH:8]=2)=[CH:4][CH:3]=1, predict the reactants needed to synthesize it. The reactants are: [Cl:1][C:2]1[CH:24]=[CH:23][C:5]([O:6][C:7]2[CH:12]=[CH:11][C:10]([C:13]3([CH:16]([CH3:18])[CH3:17])[CH2:15][O:14]3)=[C:9]([C:19]([F:22])([F:21])[F:20])[CH:8]=2)=[CH:4][CH:3]=1.[OH-].[Na+].N1C=[CH:30][N:29]=[N:28]1.[Cl-].[NH4+].[CH3:34][N:35]1CCCC1=O. (6) Given the product [O:15]=[C:7]1[C:6]2[C:5]([C:16]([OH:18])=[O:17])=[CH:4][CH:3]=[CH:2][C:11]=2[NH:10][C:9]([C:12]([OH:14])=[O:13])=[CH:8]1, predict the reactants needed to synthesize it. The reactants are: Cl[C:2]1[C:11]2[NH:10][C:9]([C:12]([OH:14])=[O:13])=[CH:8][C:7](=[O:15])[C:6]=2[C:5]([C:16]([OH:18])=[O:17])=[CH:4][CH:3]=1.